From a dataset of Catalyst prediction with 721,799 reactions and 888 catalyst types from USPTO. Predict which catalyst facilitates the given reaction. (1) Reactant: C([O:4][C:5]1[CH:10]=[CH:9][CH:8]=[C:7]([O:11][CH2:12][C:13]2[CH:18]=[CH:17][CH:16]=[CH:15][CH:14]=2)[CH:6]=1)(=O)C.[OH-].[Na+].Cl. Product: [CH2:12]([O:11][C:7]1[CH:6]=[C:5]([OH:4])[CH:10]=[CH:9][CH:8]=1)[C:13]1[CH:14]=[CH:15][CH:16]=[CH:17][CH:18]=1. The catalyst class is: 7. (2) The catalyst class is: 14. Product: [O:7]([C:14]1[CH:15]=[C:16]([NH:17][C:2]2[S:3][CH:4]=[CH:5][N:6]=2)[CH:18]=[CH:19][CH:20]=1)[C:8]1[CH:9]=[CH:10][CH:11]=[CH:12][CH:13]=1. Reactant: Br[C:2]1[S:3][CH:4]=[CH:5][N:6]=1.[O:7]([C:14]1[CH:15]=[C:16]([CH:18]=[CH:19][CH:20]=1)[NH2:17])[C:8]1[CH:13]=[CH:12][CH:11]=[CH:10][CH:9]=1.Cl. (3) Product: [F:1][C:2]1[CH:10]=[C:9]2[C:5]([CH2:6][C:7](=[N:14][OH:15])[C:8]2=[O:11])=[C:4]([CH3:12])[CH:3]=1. The catalyst class is: 27. Reactant: [F:1][C:2]1[CH:10]=[C:9]2[C:5]([CH2:6][CH2:7][C:8]2=[O:11])=[C:4]([CH3:12])[CH:3]=1.Cl.[N:14](OCCC(C)C)=[O:15]. (4) The catalyst class is: 2. Reactant: O.[CH2:2]([NH:9][CH:10]([CH3:20])[CH2:11][C:12]1[CH:17]=[CH:16][C:15]([O:18][CH3:19])=[CH:14][CH:13]=1)[C:3]1[CH:8]=[CH:7][CH:6]=[CH:5][CH:4]=1.[OH-].[Na+]. Product: [CH2:2]([NH:9][C@H:10]([CH3:20])[CH2:11][C:12]1[CH:13]=[CH:14][C:15]([O:18][CH3:19])=[CH:16][CH:17]=1)[C:3]1[CH:4]=[CH:5][CH:6]=[CH:7][CH:8]=1. (5) Product: [Br:1][C:2]1[CH:10]=[CH:9][C:5]([C:6]([Cl:15])=[O:7])=[CH:4][C:3]=1[F:11]. Reactant: [Br:1][C:2]1[CH:10]=[CH:9][C:5]([C:6](O)=[O:7])=[CH:4][C:3]=1[F:11].C(Cl)(=O)C([Cl:15])=O. The catalyst class is: 59. (6) Reactant: [CH:1]1([CH2:5][N:6]2[C:14]3[C:9](=[C:10]([NH:15][C:16]4[N:28]=[CH:27][C:26]([CH:29]5[CH2:31][CH2:30]5)=[CH:25][C:17]=4[C:18]([O:20]C(C)(C)C)=[O:19])[CH:11]=[CH:12][CH:13]=3)[CH:8]=[CH:7]2)[CH2:4][CH2:3][CH2:2]1.[OH-].[Na+]. Product: [CH:1]1([CH2:5][N:6]2[C:14]3[C:9](=[C:10]([NH:15][C:16]4[N:28]=[CH:27][C:26]([CH:29]5[CH2:31][CH2:30]5)=[CH:25][C:17]=4[C:18]([OH:20])=[O:19])[CH:11]=[CH:12][CH:13]=3)[CH:8]=[CH:7]2)[CH2:2][CH2:3][CH2:4]1. The catalyst class is: 111. (7) Reactant: [Cl:1][C:2]1[CH:11]=[CH:10][C:5]2[N:6]=[C:7]([NH2:9])[S:8][C:4]=2[CH:3]=1.[C:12](N1C=CN=C1)([N:14]1[CH:18]=[CH:17][N:16]=[CH:15]1)=[S:13]. Product: [Cl:1][C:2]1[CH:11]=[CH:10][C:5]2[N:6]=[C:7]([NH:9][C:12]([N:14]3[CH:18]=[CH:17][N:16]=[CH:15]3)=[S:13])[S:8][C:4]=2[CH:3]=1. The catalyst class is: 10.